This data is from NCI-60 drug combinations with 297,098 pairs across 59 cell lines. The task is: Regression. Given two drug SMILES strings and cell line genomic features, predict the synergy score measuring deviation from expected non-interaction effect. (1) Drug 1: C1=CC(=CC=C1CCCC(=O)O)N(CCCl)CCCl. Drug 2: CC1=C(C(CCC1)(C)C)C=CC(=CC=CC(=CC(=O)O)C)C. Cell line: CCRF-CEM. Synergy scores: CSS=30.3, Synergy_ZIP=-7.88, Synergy_Bliss=-16.6, Synergy_Loewe=-14.9, Synergy_HSA=-13.9. (2) Drug 1: C1=NC2=C(N=C(N=C2N1C3C(C(C(O3)CO)O)O)F)N. Drug 2: COC1=NC(=NC2=C1N=CN2C3C(C(C(O3)CO)O)O)N. Cell line: SNB-19. Synergy scores: CSS=4.78, Synergy_ZIP=-3.95, Synergy_Bliss=1.08, Synergy_Loewe=-10.7, Synergy_HSA=-2.42. (3) Drug 1: C1=NC2=C(N1)C(=S)N=C(N2)N. Drug 2: C1CC(=O)NC(=O)C1N2C(=O)C3=CC=CC=C3C2=O. Cell line: COLO 205. Synergy scores: CSS=30.7, Synergy_ZIP=-0.565, Synergy_Bliss=-1.12, Synergy_Loewe=-22.4, Synergy_HSA=-1.96. (4) Drug 1: C1CN1C2=NC(=NC(=N2)N3CC3)N4CC4. Drug 2: N.N.Cl[Pt+2]Cl. Cell line: MDA-MB-435. Synergy scores: CSS=29.3, Synergy_ZIP=-7.43, Synergy_Bliss=-3.15, Synergy_Loewe=-6.20, Synergy_HSA=1.23.